Dataset: Catalyst prediction with 721,799 reactions and 888 catalyst types from USPTO. Task: Predict which catalyst facilitates the given reaction. (1) Reactant: [CH3:1][C:2]1([C:15]2[CH:24]=[CH:23][C:22]3[C:21]([CH3:26])([CH3:25])[CH2:20][CH2:19][C:18]([CH3:28])([CH3:27])[C:17]=3[CH:16]=2)[C:6]2[CH:7]=[C:8]([C:11]([O:13]C)=[O:12])[CH:9]=[CH:10][C:5]=2[O:4][CH2:3]1.[OH-].[Na+].[OH-].[Li+].O. Product: [CH3:1][C:2]1([C:15]2[CH:24]=[CH:23][C:22]3[C:21]([CH3:26])([CH3:25])[CH2:20][CH2:19][C:18]([CH3:28])([CH3:27])[C:17]=3[CH:16]=2)[C:6]2[CH:7]=[C:8]([C:11]([OH:13])=[O:12])[CH:9]=[CH:10][C:5]=2[O:4][CH2:3]1. The catalyst class is: 1. (2) Reactant: C[Si]([N-][Si](C)(C)C)(C)C.[Li+].[CH3:11][Si:12]([CH3:28])([CH3:27])[C:13]#[C:14][CH2:15][CH2:16][CH2:17][CH2:18][CH2:19][CH2:20][CH2:21][CH2:22][C:23]([O:25][CH3:26])=[O:24].[F:29][C:30]([F:45])([F:44])[C:31]1([C:34]2[CH:39]=[CH:38][C:37]([CH2:40][CH2:41][CH:42]=[O:43])=[CH:36][CH:35]=2)[N:33]=[N:32]1. Product: [OH:43][CH:42]([CH2:41][CH2:40][C:37]1[CH:36]=[CH:35][C:34]([C:31]2([C:30]([F:45])([F:44])[F:29])[N:33]=[N:32]2)=[CH:39][CH:38]=1)[CH:22]([CH2:21][CH2:20][CH2:19][CH2:18][CH2:17][CH2:16][CH2:15][C:14]#[C:13][Si:12]([CH3:11])([CH3:27])[CH3:28])[C:23]([O:25][CH3:26])=[O:24]. The catalyst class is: 1. (3) Reactant: [Cl:1][C:2]1[CH:7]=[CH:6][C:5]([C:8]2([C:11]([N:13]3[CH2:17][C@@H:16]([C:18]4[CH:23]=[CH:22][CH:21]=[CH:20][CH:19]=4)[C@H:15]([C:24](O)=[O:25])[CH2:14]3)=[O:12])[CH2:10][CH2:9]2)=[CH:4][CH:3]=1.C(N(CC)CC)C.ClC(OC)=O.[BH4-].[Na+]. Product: [Cl:1][C:2]1[CH:7]=[CH:6][C:5]([C:8]2([C:11]([N:13]3[CH2:17][C@@H:16]([C:18]4[CH:19]=[CH:20][CH:21]=[CH:22][CH:23]=4)[C@H:15]([CH2:24][OH:25])[CH2:14]3)=[O:12])[CH2:10][CH2:9]2)=[CH:4][CH:3]=1. The catalyst class is: 1. (4) Reactant: [Br:1][C:2]1[CH:11]=[CH:10][C:5]2[NH:6][C:7](=O)[NH:8][C:4]=2[CH:3]=1.[CH3:12]I.[C:14](=[O:17])([O-])[O-].[K+].[K+]. Product: [Br:1][C:2]1[CH:11]=[CH:10][C:5]2[N:6]([CH3:12])[C:14](=[O:17])[N:8]([CH3:7])[C:4]=2[CH:3]=1. The catalyst class is: 692. (5) Reactant: O=C1[C:14]2[C:13]3[C:8](=[CH:9]C=C[CH:12]=3)[N:7]([CH2:15][C:16]3[CH:25]=[CH:24][C:19]([C:20]([O:22][CH3:23])=[O:21])=[CH:18][CH:17]=3)[C:6]=2CCC1.Cl.[CH3:27]NC.[CH2:30]=[O:31].[C:32]1([CH3:38])[CH:37]=[CH:36][CH:35]=[CH:34][CH:33]=1. Product: [CH3:27][C:13]1([CH3:12])[C:8](=[CH2:9])[C:30](=[O:31])[C:38]2[C:32]3[C:37](=[CH:36][CH:35]=[CH:34][CH:33]=3)[N:7]([CH2:15][C:16]3[CH:17]=[CH:18][C:19]([C:20]([O:22][CH3:23])=[O:21])=[CH:24][CH:25]=3)[C:6]=2[CH2:14]1. The catalyst class is: 15. (6) The catalyst class is: 9. Product: [CH:1]1([N:6]2[CH:14]=[C:13]3[C:8]([N:9]([CH2:33][CH2:34][CH3:35])[C:10](=[O:25])[N:11]([CH2:16][C:17]4[CH:18]=[CH:19][C:20]([O:23][CH3:24])=[CH:21][CH:22]=4)[C:12]3=[O:15])=[N:7]2)[CH2:2][CH2:3][CH2:4][CH2:5]1. Reactant: [CH:1]1([N:6]2[CH:14]=[C:13]3[C:8]([NH:9][C:10](=[O:25])[N:11]([CH2:16][C:17]4[CH:22]=[CH:21][C:20]([O:23][CH3:24])=[CH:19][CH:18]=4)[C:12]3=[O:15])=[N:7]2)[CH2:5][CH2:4][CH2:3][CH2:2]1.C(=O)([O-])[O-].[K+].[K+].I[CH2:33][CH2:34][CH3:35].